From a dataset of NCI-60 drug combinations with 297,098 pairs across 59 cell lines. Regression. Given two drug SMILES strings and cell line genomic features, predict the synergy score measuring deviation from expected non-interaction effect. (1) Drug 1: CN1C2=C(C=C(C=C2)N(CCCl)CCCl)N=C1CCCC(=O)O.Cl. Drug 2: C1CC(=O)NC(=O)C1N2C(=O)C3=CC=CC=C3C2=O. Cell line: SK-MEL-5. Synergy scores: CSS=-4.12, Synergy_ZIP=2.56, Synergy_Bliss=1.28, Synergy_Loewe=-3.74, Synergy_HSA=-2.61. (2) Drug 1: CS(=O)(=O)CCNCC1=CC=C(O1)C2=CC3=C(C=C2)N=CN=C3NC4=CC(=C(C=C4)OCC5=CC(=CC=C5)F)Cl. Drug 2: CCN(CC)CCCC(C)NC1=C2C=C(C=CC2=NC3=C1C=CC(=C3)Cl)OC. Cell line: OVCAR-5. Synergy scores: CSS=10.4, Synergy_ZIP=-3.40, Synergy_Bliss=2.05, Synergy_Loewe=2.80, Synergy_HSA=2.86.